From a dataset of Full USPTO retrosynthesis dataset with 1.9M reactions from patents (1976-2016). Predict the reactants needed to synthesize the given product. (1) Given the product [C:8]([O:7][C@@H:6]1[C@:11]([CH:31]=[CH2:32])([O:12][CH2:13][C:14]2[CH:19]=[CH:18][CH:17]=[CH:16][CH:15]=2)[C@@H:20]([CH2:22][O:23][CH2:24][C:25]2[CH:26]=[CH:27][CH:28]=[CH:29][CH:30]=2)[O:21][C@H:5]1[N:33]1[CH:41]=[C:39]([CH3:40])[C:37](=[O:38])[NH:36][C:34]1=[O:35])(=[O:10])[CH3:9], predict the reactants needed to synthesize it. The reactants are: C(O[CH:5]1[O:21][C@H:20]([CH2:22][O:23][CH2:24][C:25]2[CH:30]=[CH:29][CH:28]=[CH:27][CH:26]=2)[C@@:11]([CH:31]=[CH2:32])([O:12][CH2:13][C:14]2[CH:19]=[CH:18][CH:17]=[CH:16][CH:15]=2)[C@H:6]1[O:7][C:8](=[O:10])[CH3:9])(=O)C.[NH:33]1[CH:41]=[C:39]([CH3:40])[C:37](=[O:38])[NH:36][C:34]1=[O:35].C/C(/O[Si](C)(C)C)=N\[Si](C)(C)C.O([Si](C)(C)C)S(C(F)(F)F)(=O)=O. (2) Given the product [NH2:1][C:2]1[C:11]2[N:10]=[CH:9][C:8]([CH2:12][CH2:13][C:14]3[CH:19]=[CH:18][C:17]([O:20][CH3:21])=[CH:16][C:15]=3[CH3:22])=[CH:7][C:6]=2[C:5]2[CH:23]=[CH:24][C:25]([C:27]([P:29](=[O:30])([OH:40])[OH:35])=[O:28])=[CH:26][C:4]=2[N:3]=1, predict the reactants needed to synthesize it. The reactants are: [NH2:1][C:2]1[C:11]2[N:10]=[CH:9][C:8]([CH2:12][CH2:13][C:14]3[CH:19]=[CH:18][C:17]([O:20][CH3:21])=[CH:16][C:15]=3[CH3:22])=[CH:7][C:6]=2[C:5]2[CH:23]=[CH:24][C:25]([CH:27]=[O:28])=[CH:26][C:4]=2[N:3]=1.[P:29]([O:40][Si](C)(C)C)([O:35][Si](C)(C)C)[O:30][Si](C)(C)C. (3) Given the product [F:36][C:35]1[CH:34]=[C:33]([F:37])[CH:32]=[C:31]([F:38])[C:30]=1[C:29]([NH:28][C:24]1[CH:25]=[CH:26][CH:27]=[C:22]([O:21][CH:18]2[CH2:17][CH2:16][NH:15][CH2:20][CH2:19]2)[N:23]=1)=[O:39], predict the reactants needed to synthesize it. The reactants are: FC(F)(F)C(O)=O.C(OC([N:15]1[CH2:20][CH2:19][CH:18]([O:21][C:22]2[CH:27]=[CH:26][CH:25]=[C:24]([NH:28][C:29](=[O:39])[C:30]3[C:35]([F:36])=[CH:34][C:33]([F:37])=[CH:32][C:31]=3[F:38])[N:23]=2)[CH2:17][CH2:16]1)=O)(C)(C)C.[OH-].[Na+]. (4) The reactants are: [F:1][C:2]1[CH:3]=[C:4]([CH2:26][CH2:27][C:28]([O:30]CC)=[O:29])[CH:5]=[C:6]([F:25])[C:7]=1[O:8][CH2:9][C:10]1[C:11]([O:23][CH3:24])=[N:12][S:13][C:14]=1[C:15]1[CH:20]=[CH:19][C:18]([O:21][CH3:22])=[CH:17][CH:16]=1.O1CCCC1.[Li+].[OH-]. Given the product [F:25][C:6]1[CH:5]=[C:4]([CH2:26][CH2:27][C:28]([OH:30])=[O:29])[CH:3]=[C:2]([F:1])[C:7]=1[O:8][CH2:9][C:10]1[C:11]([O:23][CH3:24])=[N:12][S:13][C:14]=1[C:15]1[CH:20]=[CH:19][C:18]([O:21][CH3:22])=[CH:17][CH:16]=1, predict the reactants needed to synthesize it. (5) Given the product [C:1]([O:5][C:6]([N:8]([CH2:9][C:10]([OH:12])=[O:11])[CH2:13][C:14]([N:32]1[CH2:39][CH2:38][CH2:37][CH:33]1[C:34](=[O:35])[NH2:36])=[O:16])=[O:7])([CH3:2])([CH3:3])[CH3:4], predict the reactants needed to synthesize it. The reactants are: [C:1]([O:5][C:6]([N:8]([CH2:13][C:14]([OH:16])=O)[CH2:9][C:10]([OH:12])=[O:11])=[O:7])([CH3:4])([CH3:3])[CH3:2].C1(N=C=NC2CCCCC2)CCCCC1.[NH:32]1[CH2:39][CH2:38][CH2:37][C@H:33]1[C:34]([NH2:36])=[O:35].